Dataset: Catalyst prediction with 721,799 reactions and 888 catalyst types from USPTO. Task: Predict which catalyst facilitates the given reaction. Reactant: C([O:3][C:4]([C:6]1[S:7][C:8]([C:12]2[CH:17]=[CH:16][N:15]=[CH:14][CH:13]=2)=[CH:9][C:10]=1[NH2:11])=[O:5])C.[OH-].[Na+]. Product: [NH2:11][C:10]1[CH:9]=[C:8]([C:12]2[CH:13]=[CH:14][N:15]=[CH:16][CH:17]=2)[S:7][C:6]=1[C:4]([OH:5])=[O:3]. The catalyst class is: 8.